The task is: Predict the product of the given reaction.. This data is from Forward reaction prediction with 1.9M reactions from USPTO patents (1976-2016). (1) Given the reactants [NH2:1][CH:2]([C:5]1[CH:10]=[CH:9][C:8]([Br:11])=[CH:7][CH:6]=1)[CH2:3][OH:4].[N:12]([C:15]1[CH:20]=[CH:19][C:18]([C:21]2[N:25]=[CH:24][N:23]([C:26]3[CH:31]=[CH:30][C:29]([C:32]([F:35])([F:34])[F:33])=[CH:28][CH:27]=3)[N:22]=2)=[CH:17][CH:16]=1)=[C:13]=[S:14], predict the reaction product. The product is: [Br:11][C:8]1[CH:9]=[CH:10][C:5]([CH:2]([NH:1][C:13]([NH:12][C:15]2[CH:20]=[CH:19][C:18]([C:21]3[N:25]=[CH:24][N:23]([C:26]4[CH:31]=[CH:30][C:29]([C:32]([F:35])([F:33])[F:34])=[CH:28][CH:27]=4)[N:22]=3)=[CH:17][CH:16]=2)=[S:14])[CH2:3][OH:4])=[CH:6][CH:7]=1. (2) Given the reactants [Cl:1][C:2]1[CH:3]=[C:4](/[CH:23]=[CH:24]/[C:25]2[CH:33]=[CH:32][C:28]([C:29]([OH:31])=[O:30])=[CH:27][CH:26]=2)[CH:5]=[CH:6][C:7]=1[CH:8]([CH3:22])[C:9]([OH:21])([C:14]1[CH:19]=[CH:18][N:17]=[C:16]([CH3:20])[CH:15]=1)[C:10]([F:13])([F:12])[F:11], predict the reaction product. The product is: [Cl:1][C:2]1[CH:3]=[C:4]([CH2:23][CH2:24][C:25]2[CH:33]=[CH:32][C:28]([C:29]([OH:31])=[O:30])=[CH:27][CH:26]=2)[CH:5]=[CH:6][C:7]=1[CH:8]([CH3:22])[C:9]([OH:21])([C:14]1[CH:19]=[CH:18][N:17]=[C:16]([CH3:20])[CH:15]=1)[C:10]([F:11])([F:12])[F:13]. (3) Given the reactants [N:1]1[CH:6]=[CH:5][CH:4]=[C:3]([C:7]2[CH:41]=[CH:40][C:10]([CH2:11]C[Si](O[Si](C[CH2:11][C:10]3[CH:9]=[CH:8][C:7]([C:3]4[N:2]=[N:1][CH:6]=[CH:5][CH:4]=4)=[CH:41][CH:40]=3)(C)C(C)(C)C)(C(C)(C)C)C)=[CH:9][CH:8]=2)[N:2]=1.[F-].C([N+](CCCC)(CCCC)CCCC)CCC.C1C[O:63]CC1, predict the reaction product. The product is: [N:1]1[CH:6]=[CH:5][CH:4]=[C:3]([C:7]2[CH:41]=[CH:40][C:10]([CH2:11][OH:63])=[CH:9][CH:8]=2)[N:2]=1. (4) Given the reactants Br[CH2:2][C:3]([O:5][CH2:6][CH3:7])=[O:4].[N+:8]([C:11]1[CH:12]=[C:13]([OH:17])[CH:14]=[CH:15][CH:16]=1)([O-:10])=[O:9], predict the reaction product. The product is: [N+:8]([C:11]1[CH:12]=[C:13]([CH:14]=[CH:15][CH:16]=1)[O:17][CH2:2][C:3]([O:5][CH2:6][CH3:7])=[O:4])([O-:10])=[O:9]. (5) Given the reactants [N:1]1[CH:2]=[CH:3][N:4]2[CH:9]=[C:8]([C:10]#[N:11])[CH:7]=[CH:6][C:5]=12.[CH2:12]([N:19]([CH3:27])[C:20]1[CH:25]=[CH:24][N:23]=[C:22](Cl)[N:21]=1)[C:13]1[CH:18]=[CH:17][CH:16]=[CH:15][CH:14]=1.C([O-])(=O)C.[K+], predict the reaction product. The product is: [CH2:12]([N:19]([CH3:27])[C:20]1[CH:25]=[CH:24][N:23]=[C:22]([C:3]2[N:4]3[CH:9]=[C:8]([C:10]#[N:11])[CH:7]=[CH:6][C:5]3=[N:1][CH:2]=2)[N:21]=1)[C:13]1[CH:14]=[CH:15][CH:16]=[CH:17][CH:18]=1.